This data is from Full USPTO retrosynthesis dataset with 1.9M reactions from patents (1976-2016). The task is: Predict the reactants needed to synthesize the given product. (1) Given the product [CH3:28][CH:27]([O:29][C:8]1[N:16]=[C:15]2[C:11]([N:12]=[CH:13][N:14]2[CH:17]2[CH2:22][CH2:21][CH2:20][CH2:19][O:18]2)=[C:10]([NH2:23])[N:9]=1)[CH2:26][O:25][CH3:24], predict the reactants needed to synthesize it. The reactants are: [K].[O-]CCCC.Cl[C:8]1[N:16]=[C:15]2[C:11]([N:12]=[CH:13][N:14]2[CH:17]2[CH2:22][CH2:21][CH2:20][CH2:19][O:18]2)=[C:10]([NH2:23])[N:9]=1.[CH3:24][O:25][CH2:26][CH:27]([OH:29])[CH3:28]. (2) Given the product [Br:14][C@H:2]([CH2:3][CH:4]([CH3:6])[CH3:5])[C:7]([OH:9])=[O:8], predict the reactants needed to synthesize it. The reactants are: N[C@@H:2]([C:7]([OH:9])=[O:8])[CH2:3][CH:4]([CH3:6])[CH3:5].N([O-])=O.[Na+].[BrH:14]. (3) Given the product [CH:1]1([N:6]2[C:10]3[N:11]=[C:12]([C@H:16]4[C@H:20]([CH3:21])[CH2:19][N:18]([CH2:30][C:28]5[CH:27]=[CH:26][N:25]=[C:24]([N:23]([CH3:32])[CH3:22])[N:29]=5)[CH2:17]4)[NH:13][C:14](=[O:15])[C:9]=3[CH:8]=[N:7]2)[CH2:5][CH2:4][CH2:3][CH2:2]1, predict the reactants needed to synthesize it. The reactants are: [CH:1]1([N:6]2[C:10]3[N:11]=[C:12]([C@H:16]4[C@H:20]([CH3:21])[CH2:19][NH:18][CH2:17]4)[NH:13][C:14](=[O:15])[C:9]=3[CH:8]=[N:7]2)[CH2:5][CH2:4][CH2:3][CH2:2]1.[CH3:22][N:23]([CH3:32])[C:24]1[N:29]=[C:28]([CH:30]=O)[CH:27]=[CH:26][N:25]=1. (4) Given the product [CH3:22][CH:23]1[CH2:28][CH2:27][N:26]([C:29]([C:31]2[CH:39]=[CH:38][C:37]3[N:36]([CH2:40][CH2:41][CH3:42])[C:35]4[CH2:43][CH2:44][N:45]([CH2:52][CH:49]5[CH2:50][CH2:51][O:47][CH2:48]5)[CH2:46][C:34]=4[C:33]=3[CH:32]=2)=[O:30])[CH2:25][CH2:24]1, predict the reactants needed to synthesize it. The reactants are: C(O)(C(F)(F)F)=O.OC(C(F)(F)F)=O.OC(C(F)(F)F)=O.[CH3:22][CH:23]1[CH2:28][CH2:27][N:26]([C:29]([C:31]2[CH:39]=[CH:38][C:37]3[N:36]([CH2:40][CH2:41][CH3:42])[C:35]4[CH2:43][CH2:44][NH:45][CH2:46][C:34]=4[C:33]=3[CH:32]=2)=[O:30])[CH2:25][CH2:24]1.[O:47]1[CH2:51][CH2:50][CH:49]([CH:52]=O)[CH2:48]1. (5) Given the product [CH3:13][C:11]1[CH:12]=[C:8]([C:6]([OH:7])=[O:5])[S:9][CH:10]=1, predict the reactants needed to synthesize it. The reactants are: C([O:5][C:6]([C:8]1[S:9][CH:10]=[C:11]([CH3:13])[CH:12]=1)=[O:7])(C)(C)C. (6) Given the product [CH3:1][C:2]1[N:3]=[C:4]([NH:7][C:8]([C:10]2[CH:15]=[C:14]([C:27]3[C:28]([CH3:33])=[N:29][CH:30]=[CH:31][CH:32]=3)[CH:13]=[C:12]([CH3:25])[N:11]=2)=[O:9])[S:5][CH:6]=1, predict the reactants needed to synthesize it. The reactants are: [CH3:1][C:2]1[N:3]=[C:4]([NH:7][C:8]([C:10]2[CH:15]=[C:14](B3OC(C)(C)C(C)(C)O3)[CH:13]=[C:12]([CH3:25])[N:11]=2)=[O:9])[S:5][CH:6]=1.Br[C:27]1[C:28]([CH3:33])=[N:29][CH:30]=[CH:31][CH:32]=1. (7) Given the product [CH3:2][S:3]([CH:6]1[CH2:15][CH2:14][C:9](=[O:10])[CH2:8][CH2:7]1)(=[O:4])=[O:5], predict the reactants needed to synthesize it. The reactants are: Cl.[CH3:2][S:3]([CH:6]1[CH2:15][CH2:14][C:9]2(OCC[O:10]2)[CH2:8][CH2:7]1)(=[O:5])=[O:4].